Dataset: Full USPTO retrosynthesis dataset with 1.9M reactions from patents (1976-2016). Task: Predict the reactants needed to synthesize the given product. (1) The reactants are: [Br:1][C:2]1[CH:3]=[CH:4][C:5]([O:13][CH3:14])=[C:6](/[CH:8]=[CH:9]/[C:10]([OH:12])=O)[CH:7]=1.F[B-](F)(F)F.N1(OC(N(C)C)=[N+](C)C)C2C=CC=CC=2N=N1.C(N(C(C)C)CC)(C)C.[F:46][C:47]1[CH:62]=[CH:61][C:50]([CH2:51][CH:52]2[CH2:57][CH2:56][N:55]([CH2:58][CH2:59][NH2:60])[CH2:54][CH2:53]2)=[CH:49][CH:48]=1. Given the product [Br:1][C:2]1[CH:3]=[CH:4][C:5]([O:13][CH3:14])=[C:6](/[CH:8]=[CH:9]/[C:10]([NH:60][CH2:59][CH2:58][N:55]2[CH2:56][CH2:57][CH:52]([CH2:51][C:50]3[CH:49]=[CH:48][C:47]([F:46])=[CH:62][CH:61]=3)[CH2:53][CH2:54]2)=[O:12])[CH:7]=1, predict the reactants needed to synthesize it. (2) Given the product [Cl:22][C:6]1[C:7](=[O:21])[N:8]([CH2:9][CH2:10][C:11]2[CH:20]=[CH:19][C:14]([C:15]([O:17][CH3:18])=[O:16])=[CH:13][CH:12]=2)[C:3]([CH2:2][N:39]([C:35]2[CH:36]=[CH:37][CH:38]=[C:33]([CH:30]([CH3:32])[CH3:31])[CH:34]=2)[CH3:40])=[C:4]([Cl:23])[CH:5]=1, predict the reactants needed to synthesize it. The reactants are: Br[CH2:2][C:3]1[N:8]([CH2:9][CH2:10][C:11]2[CH:20]=[CH:19][C:14]([C:15]([O:17][CH3:18])=[O:16])=[CH:13][CH:12]=2)[C:7](=[O:21])[C:6]([Cl:22])=[CH:5][C:4]=1[Cl:23].C(=O)([O-])[O-].[K+].[K+].[CH:30]([C:33]1[CH:34]=[C:35]([NH:39][CH3:40])[CH:36]=[CH:37][CH:38]=1)([CH3:32])[CH3:31].O. (3) Given the product [CH:14]1([CH2:13][NH:12][C:5]2[C:6]3[O:11][CH2:10][CH2:9][O:8][C:7]=3[C:2]3=[N:26][N:25]=[C:23]([C:22]4[CH:27]=[CH:28][CH:29]=[C:20]([O:19][C:18]([F:17])([F:31])[F:30])[CH:21]=4)[N:3]3[N:4]=2)[CH2:16][CH2:15]1, predict the reactants needed to synthesize it. The reactants are: Cl[C:2]1[N:3]=[N:4][C:5]([NH:12][CH2:13][CH:14]2[CH2:16][CH2:15]2)=[C:6]2[O:11][CH2:10][CH2:9][O:8][C:7]=12.[F:17][C:18]([F:31])([F:30])[O:19][C:20]1[CH:21]=[C:22]([CH:27]=[CH:28][CH:29]=1)[C:23]([NH:25][NH2:26])=O.CCOC(C)=O.C([O-])(O)=O.[Na+]. (4) Given the product [C:1]([C:4]1[CH:9]=[CH:8][C:7]([S:10]([NH:15][CH3:14])(=[O:12])=[O:11])=[CH:6][CH:5]=1)(=[O:3])[CH3:2], predict the reactants needed to synthesize it. The reactants are: [C:1]([C:4]1[CH:9]=[CH:8][C:7]([S:10](Cl)(=[O:12])=[O:11])=[CH:6][CH:5]=1)(=[O:3])[CH3:2].[CH3:14][NH2:15].O. (5) Given the product [C:1]([O:5][C:6](=[O:48])[CH2:7][N:8]([S:37]([C:40]1[CH:41]=[C:42]([Cl:47])[CH:43]=[C:44]([Cl:46])[CH:45]=1)(=[O:39])=[O:38])[C:9]1[CH:10]=[C:11]2[C:15](=[CH:16][CH:17]=1)[N:14]([C:18]1[N:19]=[N:20][C:21]([O:24][CH2:25][CH:26]([OH:27])[CH2:50][OH:49])=[CH:22][CH:23]=1)[CH:13]=[CH:12]2)([CH3:2])([CH3:4])[CH3:3], predict the reactants needed to synthesize it. The reactants are: [C:1]([O:5][C:6](=[O:48])[CH2:7][N:8]([S:37]([C:40]1[CH:45]=[C:44]([Cl:46])[CH:43]=[C:42]([Cl:47])[CH:41]=1)(=[O:39])=[O:38])[C:9]1[CH:10]=[C:11]2[C:15](=[CH:16][CH:17]=1)[N:14]([C:18]1[N:19]=[N:20][C:21]([O:24][CH:25]3COC(C4C=CC=CC=4)[O:27][CH2:26]3)=[CH:22][CH:23]=1)[CH:13]=[CH:12]2)([CH3:4])([CH3:3])[CH3:2].[O:49]1CCC[CH2:50]1.O. (6) Given the product [Cl:85][C:73]1[CH:72]=[CH:71][C:70]([C:38]2[C:39]([C@@H:41]([NH:51][C:52](=[O:69])[CH2:53][N:54]3[C:58]4[C:59]([F:63])([F:64])[C@@H:60]5[CH2:62][C@@H:61]5[C:57]=4[C:56]([C:65]([F:66])([F:67])[F:68])=[N:55]3)[CH2:42][C:43]3[CH:48]=[C:47]([F:49])[CH:46]=[C:45]([F:50])[CH:44]=3)=[N:40][C:35]([C:10]#[C:9][C:2]([OH:15])([CH3:1])[CH2:3][N:4]3[CH:8]=[N:7][CH:6]=[N:5]3)=[CH:36][CH:37]=2)=[C:78]2[C:74]=1[C:75]([NH:80][S:81]([CH3:84])(=[O:82])=[O:83])=[N:76][N:77]2[CH3:79], predict the reactants needed to synthesize it. The reactants are: [CH3:1][C:2]([OH:15])([C:9]#[C:10][Si](C)(C)C)[CH2:3][N:4]1[CH:8]=[N:7][CH:6]=[N:5]1.[F-].C([N+](CCCC)(CCCC)CCCC)CCC.Cl[C:35]1[N:40]=[C:39]([C@@H:41]([NH:51][C:52](=[O:69])[CH2:53][N:54]2[C:58]3[C:59]([F:64])([F:63])[C@@H:60]4[CH2:62][C@@H:61]4[C:57]=3[C:56]([C:65]([F:68])([F:67])[F:66])=[N:55]2)[CH2:42][C:43]2[CH:48]=[C:47]([F:49])[CH:46]=[C:45]([F:50])[CH:44]=2)[C:38]([C:70]2[CH:71]=[CH:72][C:73]([Cl:85])=[C:74]3[C:78]=2[N:77]([CH3:79])[N:76]=[C:75]3[NH:80][S:81]([CH3:84])(=[O:83])=[O:82])=[CH:37][CH:36]=1.C(NCC)C. (7) Given the product [O:19]=[C:13]1[CH:12]([N:6]2[CH2:5][C:4]3[C:8](=[CH:9][CH:10]=[C:2]([C:20]#[N:21])[CH:3]=3)[C:7]2=[O:11])[CH2:17][CH2:16][C:15](=[O:18])[NH:14]1, predict the reactants needed to synthesize it. The reactants are: Br[C:2]1[CH:3]=[C:4]2[C:8](=[CH:9][CH:10]=1)[C:7](=[O:11])[N:6]([CH:12]1[CH2:17][CH2:16][C:15](=[O:18])[NH:14][C:13]1=[O:19])[CH2:5]2.[CH3:20][N:21](C)C=O. (8) The reactants are: [OH:1][CH2:2][CH2:3][CH2:4][CH2:5][CH2:6][NH:7][S:8]([C:11]1[CH:16]=[CH:15][C:14](Br)=[CH:13][CH:12]=1)(=[O:10])=[O:9].[OH:18][C:19]1[CH:24]=[CH:23][C:22](B(O)O)=[CH:21][CH:20]=1. Given the product [OH:1][CH2:2][CH2:3][CH2:4][CH2:5][CH2:6][NH:7][S:8]([C:11]1[CH:16]=[CH:15][C:14]([C:22]2[CH:23]=[CH:24][C:19]([OH:18])=[CH:20][CH:21]=2)=[CH:13][CH:12]=1)(=[O:10])=[O:9], predict the reactants needed to synthesize it. (9) Given the product [OH:1][C@@:2]1([C:9]#[C:10][C:11]2[CH:12]=[C:13]([C:17]3[S:18][CH:19]=[C:20]([C:22]([NH2:27])=[O:23])[N:21]=3)[CH:14]=[CH:15][CH:16]=2)[CH2:6][CH2:5][N:4]([CH3:7])[C:3]1=[O:8], predict the reactants needed to synthesize it. The reactants are: [OH:1][C@@:2]1([C:9]#[C:10][C:11]2[CH:12]=[C:13]([C:17]3[S:18][CH:19]=[C:20]([C:22](OCC)=[O:23])[N:21]=3)[CH:14]=[CH:15][CH:16]=2)[CH2:6][CH2:5][N:4]([CH3:7])[C:3]1=[O:8].[NH3:27].